Dataset: Full USPTO retrosynthesis dataset with 1.9M reactions from patents (1976-2016). Task: Predict the reactants needed to synthesize the given product. (1) Given the product [CH2:1]([O:4][C@H:5]1[CH2:13][C:12]2[C:7](=[CH:8][C:9]([O:14][CH3:15])=[CH:10][CH:11]=2)[C@H:6]1[NH2:16])[CH:2]=[CH2:3], predict the reactants needed to synthesize it. The reactants are: [CH2:1]([O:4][C@H:5]1[CH2:13][C:12]2[C:7](=[CH:8][C:9]([O:14][CH3:15])=[CH:10][CH:11]=2)[C@H:6]1[NH:16]C(=O)C(F)(F)F)[CH:2]=[CH2:3].C(=O)([O-])[O-].[K+].[K+]. (2) Given the product [F:1][C:2]1[CH:33]=[C:32]([CH:31]=[CH:30][C:3]=1[O:4][C:5]1[CH:6]=[C:7]2[C:11](=[CH:12][C:13]=1[C:14]1[CH:15]=[CH:16][C:17]([S:20]([CH3:23])(=[O:21])=[O:22])=[CH:18][CH:19]=1)[N:10]([CH:24]1[CH2:29][CH2:28][CH2:27][CH2:26][O:25]1)[N:9]=[CH:8]2)[NH2:34], predict the reactants needed to synthesize it. The reactants are: [F:1][C:2]1[CH:33]=[C:32]([N+:34]([O-])=O)[CH:31]=[CH:30][C:3]=1[O:4][C:5]1[CH:6]=[C:7]2[C:11](=[CH:12][C:13]=1[C:14]1[CH:19]=[CH:18][C:17]([S:20]([CH3:23])(=[O:22])=[O:21])=[CH:16][CH:15]=1)[N:10]([CH:24]1[CH2:29][CH2:28][CH2:27][CH2:26][O:25]1)[N:9]=[CH:8]2. (3) Given the product [Cl:13][C:14]1[CH:15]=[CH:16][C:17]([C:20]2[N:21]=[C:22]([C:25]([C:7]3[CH:12]=[CH:11][CH:10]=[CH:9][N:8]=3)=[O:26])[S:23][CH:24]=2)=[CH:18][CH:19]=1, predict the reactants needed to synthesize it. The reactants are: C([Mg]Cl)(C)C.Br[C:7]1[CH:12]=[CH:11][CH:10]=[CH:9][N:8]=1.[Cl:13][C:14]1[CH:19]=[CH:18][C:17]([C:20]2[N:21]=[C:22]([C:25](N(OC)C)=[O:26])[S:23][CH:24]=2)=[CH:16][CH:15]=1. (4) Given the product [F:22][C:23]([F:34])([F:33])[C:24]([N:8]1[C:7]2[CH:13]=[CH:14][C:4]([N+:1]([O-:3])=[O:2])=[CH:5][C:6]=2[O:11][CH2:10][CH2:9]1)=[O:25], predict the reactants needed to synthesize it. The reactants are: [N+:1]([C:4]1[CH:14]=[CH:13][C:7]2[NH:8][C:9](=O)[CH2:10][O:11][C:6]=2[CH:5]=1)([O-:3])=[O:2].C(N(CC)CC)C.[F:22][C:23]([F:34])([F:33])[C:24](O[C:24](=[O:25])[C:23]([F:34])([F:33])[F:22])=[O:25].Cl. (5) Given the product [OH:8][C:9]1[C:10](=[O:35])[CH:11]=[C:12]([CH2:19][CH2:20][CH:21]2[CH2:25][O:24][C:23]([CH3:26])([CH3:27])[N:22]2[C:28]([O:30][C:31]([CH3:34])([CH3:33])[CH3:32])=[O:29])[O:13][C:14]=1[C:15]([O:17][CH3:18])=[O:16], predict the reactants needed to synthesize it. The reactants are: C([O:8][C:9]1[C:10](=[O:35])[CH:11]=[C:12](/[CH:19]=[CH:20]/[CH:21]2[CH2:25][O:24][C:23]([CH3:27])([CH3:26])[N:22]2[C:28]([O:30][C:31]([CH3:34])([CH3:33])[CH3:32])=[O:29])[O:13][C:14]=1[C:15]([O:17][CH3:18])=[O:16])C1C=CC=CC=1. (6) Given the product [CH3:27][O:26][C:22]1[CH:21]=[C:18]([CH:11]=[CH:10][C:7]2[CH:6]=[CH:5][C:4]([N+:1]([O-:3])=[O:2])=[CH:9][CH:8]=2)[CH:17]=[C:16]([O:15][CH3:14])[C:23]=1[O:24][CH3:25], predict the reactants needed to synthesize it. The reactants are: [N+:1]([C:4]1[CH:9]=[CH:8][C:7]([CH2:10][C:11](O)=O)=[CH:6][CH:5]=1)([O-:3])=[O:2].[CH3:14][O:15][C:16]1[CH:17]=[C:18]([CH:21]=[C:22]([O:26][CH3:27])[C:23]=1[O:24][CH3:25])C=O.N1CCCCC1. (7) Given the product [CH2:1]([O:8][C:9]1[C:14]([OH:16])=[N:23][CH:22]=[N:24][C:10]=1[OH:11])[C:2]1[CH:7]=[CH:6][CH:5]=[CH:4][CH:3]=1, predict the reactants needed to synthesize it. The reactants are: [CH2:1]([O:8][CH:9]([C:14]([O:16]C)=O)[C:10](OC)=[O:11])[C:2]1[CH:7]=[CH:6][CH:5]=[CH:4][CH:3]=1.C[O-].[Na+].Cl.[CH:22]([NH2:24])=[NH:23].Cl.